From a dataset of Reaction yield outcomes from USPTO patents with 853,638 reactions. Predict the reaction yield, written as a fraction of the theoretical maximum amount of product (1.0 means a 100% yield; for example, 0.34 means a 34% yield). (1) The reactants are [C:1]1([C:13]23[CH2:20][CH2:19][C:16]([NH2:21])([CH2:17][CH2:18]2)[CH2:15][CH2:14]3)[C:5]2=[C:6]3[CH:12]=[CH:11][NH:10][C:7]3=[N:8][CH:9]=[C:4]2[NH:3][N:2]=1.[CH:22]1([S:25](Cl)(=[O:27])=[O:26])[CH2:24][CH2:23]1. The catalyst is CN(C=O)C.O. The product is [C:1]1([C:13]23[CH2:20][CH2:19][C:16]([NH:21][S:25]([CH:22]4[CH2:24][CH2:23]4)(=[O:27])=[O:26])([CH2:17][CH2:18]2)[CH2:15][CH2:14]3)[C:5]2=[C:6]3[CH:12]=[CH:11][NH:10][C:7]3=[N:8][CH:9]=[C:4]2[NH:3][N:2]=1. The yield is 0.150. (2) The reactants are [CH2:1]([N:8]1[C:16]([CH3:17])=[C:15]2[C:10]([CH:11]=[C:12]([C:18]3[CH:19]=[C:20]([CH:28]4[O:33][CH2:32][CH:31]5[CH2:34][NH:35][CH2:36][CH2:37][N:30]5[CH2:29]4)[N:21]4[C:26]=3[C:25]([NH2:27])=[N:24][CH:23]=[N:22]4)[CH:13]=[CH:14]2)=[N:9]1)[C:2]1[CH:7]=[CH:6][CH:5]=[CH:4][CH:3]=1.I[CH3:39]. No catalyst specified. The product is [CH2:1]([N:8]1[C:16]([CH3:17])=[C:15]2[C:10]([CH:11]=[C:12]([C:18]3[CH:19]=[C:20]([CH:28]4[O:33][CH2:32][CH:31]5[CH2:34][N:35]([CH3:39])[CH2:36][CH2:37][N:30]5[CH2:29]4)[N:21]4[C:26]=3[C:25]([NH2:27])=[N:24][CH:23]=[N:22]4)[CH:13]=[CH:14]2)=[N:9]1)[C:2]1[CH:7]=[CH:6][CH:5]=[CH:4][CH:3]=1. The yield is 0.270. (3) The reactants are [NH2:1][C:2]1[CH:3]=[C:4]([OH:8])[CH:5]=[CH:6][CH:7]=1.Cl[C:10]1[C:19]2[C:14](=[CH:15][C:16]([O:22][CH2:23][CH2:24][O:25][CH3:26])=[C:17]([O:20][CH3:21])[CH:18]=2)[N:13]=[CH:12][N:11]=1. No catalyst specified. The product is [CH3:21][O:20][C:17]1[CH:18]=[C:19]2[C:14](=[CH:15][C:16]=1[O:22][CH2:23][CH2:24][O:25][CH3:26])[N:13]=[CH:12][N:11]=[C:10]2[O:8][C:4]1[CH:3]=[C:2]([CH:7]=[CH:6][CH:5]=1)[NH2:1]. The yield is 0.340.